Dataset: Forward reaction prediction with 1.9M reactions from USPTO patents (1976-2016). Task: Predict the product of the given reaction. (1) Given the reactants [CH3:1][O:2][C:3]([O:19][CH3:20])([C:13]1[CH:18]=[CH:17][N:16]=[CH:15][CH:14]=1)[CH:4]([C:6]1[CH:11]=[CH:10][C:9]([F:12])=[CH:8][CH:7]=1)[NH2:5].[N:21]([CH2:24][CH2:25][CH2:26][C:27]1[CH:32]=[CH:31][CH:30]=[CH:29][CH:28]=1)=[C:22]=[O:23], predict the reaction product. The product is: [C:27]1([CH2:26][CH2:25][CH2:24][NH:21][C:22]([NH:5][CH:4]([C:6]2[CH:7]=[CH:8][C:9]([F:12])=[CH:10][CH:11]=2)[C:3]([O:2][CH3:1])([O:19][CH3:20])[C:13]2[CH:18]=[CH:17][N:16]=[CH:15][CH:14]=2)=[O:23])[CH:32]=[CH:31][CH:30]=[CH:29][CH:28]=1. (2) Given the reactants Cl[CH2:2][C:3]1[N:12]=[C:11]([N:13]([C:15]2[CH:20]=[CH:19][C:18]([O:21][CH3:22])=[CH:17][C:16]=2[F:23])[CH3:14])[C:10]2[C:5](=[CH:6][CH:7]=[CH:8][CH:9]=2)[N:4]=1.Cl.ClCC1N=C(NC2C=CC(OC)=CC=2F)C2C(=CC=CC=2)[N:28]=1.[H-].[Na+].CI, predict the reaction product. The product is: [NH2:28][CH2:2][C:3]1[N:12]=[C:11]([N:13]([C:15]2[CH:20]=[CH:19][C:18]([O:21][CH3:22])=[CH:17][C:16]=2[F:23])[CH3:14])[C:10]2[C:5](=[CH:6][CH:7]=[CH:8][CH:9]=2)[N:4]=1. (3) Given the reactants [NH2:1][C:2]1[S:3][CH:4]=[N:5][N:6]=1.[CH2:7]([C:19]1[CH:24]=[CH:23][C:22]([S:25](Cl)(=[O:27])=[O:26])=[CH:21][CH:20]=1)[CH2:8][CH2:9][CH2:10][CH2:11][CH2:12][CH2:13][CH2:14][CH2:15][CH2:16][CH2:17][CH3:18].Cl, predict the reaction product. The product is: [CH2:7]([C:19]1[CH:20]=[CH:21][C:22]([S:25]([NH:1][C:2]2[S:3][CH:4]=[N:5][N:6]=2)(=[O:27])=[O:26])=[CH:23][CH:24]=1)[CH2:8][CH2:9][CH2:10][CH2:11][CH2:12][CH2:13][CH2:14][CH2:15][CH2:16][CH2:17][CH3:18].